This data is from Full USPTO retrosynthesis dataset with 1.9M reactions from patents (1976-2016). The task is: Predict the reactants needed to synthesize the given product. (1) Given the product [N:24]1([NH:31][C:21]([C:10]2[CH2:9][CH:8]([C:5]3[CH:4]=[CH:3][C:2]([Br:1])=[CH:7][CH:6]=3)[N:12]([C:13]3[CH:18]=[CH:17][C:16]([Cl:19])=[CH:15][C:14]=3[Cl:20])[N:11]=2)=[O:22])[CH2:30][CH2:29][CH2:28][CH2:27][CH2:26][CH2:25]1, predict the reactants needed to synthesize it. The reactants are: [Br:1][C:2]1[CH:7]=[CH:6][C:5]([CH:8]2[N:12]([C:13]3[CH:18]=[CH:17][C:16]([Cl:19])=[CH:15][C:14]=3[Cl:20])[N:11]=[C:10]([C:21](Cl)=[O:22])[CH2:9]2)=[CH:4][CH:3]=1.[N:24]1([NH2:31])[CH2:30][CH2:29][CH2:28][CH2:27][CH2:26][CH2:25]1. (2) Given the product [CH3:16][CH:15]1[CH2:14][NH:13][C:9]([C:8]2[CH:7]=[CH:6][C:5]([N+:2]([O-:4])=[O:3])=[CH:12][CH:11]=2)=[N:10][CH2:18]1, predict the reactants needed to synthesize it. The reactants are: [Na].[N+:2]([C:5]1[CH:12]=[CH:11][C:8]([C:9]#[N:10])=[CH:7][CH:6]=1)([O-:4])=[O:3].[NH2:13][CH2:14][CH:15]([CH3:18])[CH2:16]N. (3) Given the product [ClH:21].[Br:13][C:14]1[CH:19]=[CH:18][C:17]([O:10][CH:9]2[CH2:8][N:7]([CH3:11])[CH2:6][C:5]3[O:12][C:2]([CH3:1])=[CH:3][C:4]2=3)=[CH:16][C:15]=1[Cl:21], predict the reactants needed to synthesize it. The reactants are: [CH3:1][C:2]1[O:12][C:5]2[CH2:6][N:7]([CH3:11])[CH2:8][CH:9]([OH:10])[C:4]=2[CH:3]=1.[Br:13][C:14]1[CH:19]=[CH:18][C:17](O)=[CH:16][C:15]=1[Cl:21]. (4) Given the product [Br:2][CH:17]([C:10]1[C:9]([Cl:8])=[C:14]([F:15])[CH:13]=[CH:12][C:11]=1[F:16])[CH3:18], predict the reactants needed to synthesize it. The reactants are: P(Br)(Br)[Br:2].C(Cl)Cl.[Cl:8][C:9]1[C:14]([F:15])=[CH:13][CH:12]=[C:11]([F:16])[C:10]=1[CH:17](O)[CH3:18]. (5) Given the product [CH3:11][NH:10][C:9]1[CH:18]=[CH:19][CH:20]=[CH:21][C:8]=1[O:1][C:2]1[CH:7]=[CH:6][CH:5]=[CH:4][CH:3]=1, predict the reactants needed to synthesize it. The reactants are: [O:1]([C:8]1[CH:21]=[CH:20][CH:19]=[CH:18][C:9]=1[NH:10][C:11](OC(C)(C)C)=O)[C:2]1[CH:7]=[CH:6][CH:5]=[CH:4][CH:3]=1.[Li]. (6) Given the product [CH2:14]([N:13]([CH2:2][C:3]1[S:7][C:6]([C:8]([O:10][CH3:11])=[O:9])=[CH:5][CH:4]=1)[CH3:12])[CH2:15][CH2:16][CH3:17], predict the reactants needed to synthesize it. The reactants are: Br[CH2:2][C:3]1[S:7][C:6]([C:8]([O:10][CH3:11])=[O:9])=[CH:5][CH:4]=1.[CH3:12][NH:13][CH2:14][CH2:15][CH2:16][CH3:17]. (7) The reactants are: [N:1]1[CH:6]=[CH:5][CH:4]=[CH:3][CH:2]=1.CCCC[N+:11]([CH2:20]CCC)(CCCC)CCCC.[F-:24].[CH2:25]([Cl:27])Cl. Given the product [Cl:27][C:25]1[C:4]([F:24])=[C:5]2[CH:3]=[CH:2][NH:1][C:6]2=[N:11][CH:20]=1, predict the reactants needed to synthesize it. (8) The reactants are: [Cl:1][C:2]1[CH:10]=[CH:9][C:5]([C:6]([NH2:8])=[O:7])=[CH:4][CH:3]=1.[CH3:11][C:12]([CH3:18])([CH2:15][CH:16]=[CH2:17])[CH:13]=O.[NH:19]1[C:23]2[CH:24]=[CH:25][CH:26]=[CH:27][C:22]=2[N:21]=[N:20]1.C1(C)C=CC(S(O)(=O)=O)=CC=1. Given the product [N:19]1([CH:13]([NH:8][C:6](=[O:7])[C:5]2[CH:9]=[CH:10][C:2]([Cl:1])=[CH:3][CH:4]=2)[C:12]([CH3:11])([CH3:18])[CH2:15][CH:16]=[CH2:17])[C:23]2[CH:24]=[CH:25][CH:26]=[CH:27][C:22]=2[N:21]=[N:20]1, predict the reactants needed to synthesize it. (9) Given the product [NH2:11][C:9]1[CH:10]=[C:5]2[N:4]=[C:3]([CH2:2][OH:1])[N:14]([CH3:15])[C:6]2=[N:7][CH:8]=1, predict the reactants needed to synthesize it. The reactants are: [OH:1][CH2:2][C:3]1[N:14]([CH3:15])[C:6]2=[N:7][CH:8]=[C:9]([N+:11]([O-])=O)[CH:10]=[C:5]2[N:4]=1.[H][H].